This data is from TCR-epitope binding with 47,182 pairs between 192 epitopes and 23,139 TCRs. The task is: Binary Classification. Given a T-cell receptor sequence (or CDR3 region) and an epitope sequence, predict whether binding occurs between them. The epitope is LLWNGPMAV. The TCR CDR3 sequence is CASSLGGTGELFF. Result: 0 (the TCR does not bind to the epitope).